This data is from Forward reaction prediction with 1.9M reactions from USPTO patents (1976-2016). The task is: Predict the product of the given reaction. The product is: [CH2:39]([N:42]([CH3:43])[CH2:12][CH2:11][CH2:10][CH2:9][C@H:6]1[CH2:5][CH2:4][C@H:3]([N:2]([CH3:1])[S:33]([C:30]2[CH:31]=[CH:32][C:27]([C:26]([F:38])([F:37])[F:25])=[CH:28][CH:29]=2)(=[O:35])=[O:34])[CH2:8][CH2:7]1)[CH:40]=[CH2:41]. Given the reactants [CH3:1][NH:2][C@H:3]1[CH2:8][CH2:7][C@H:6]([CH2:9][CH2:10][CH2:11][CH2:12]OS(C)(=O)=O)[CH2:5][CH2:4]1.FC(F)(F)C(O)=O.[F:25][C:26]([F:38])([F:37])[C:27]1[CH:32]=[CH:31][C:30]([S:33](Cl)(=[O:35])=[O:34])=[CH:29][CH:28]=1.[CH2:39]([NH:42][CH3:43])[CH:40]=[CH2:41], predict the reaction product.